From a dataset of NCI-60 drug combinations with 297,098 pairs across 59 cell lines. Regression. Given two drug SMILES strings and cell line genomic features, predict the synergy score measuring deviation from expected non-interaction effect. (1) Drug 1: CC1C(C(CC(O1)OC2CC(CC3=C2C(=C4C(=C3O)C(=O)C5=C(C4=O)C(=CC=C5)OC)O)(C(=O)CO)O)N)O.Cl. Drug 2: CC1OCC2C(O1)C(C(C(O2)OC3C4COC(=O)C4C(C5=CC6=C(C=C35)OCO6)C7=CC(=C(C(=C7)OC)O)OC)O)O. Cell line: A549. Synergy scores: CSS=38.0, Synergy_ZIP=4.14, Synergy_Bliss=3.48, Synergy_Loewe=2.20, Synergy_HSA=4.81. (2) Drug 1: C1=NC2=C(N1)C(=S)N=C(N2)N. Drug 2: C1CN1P(=S)(N2CC2)N3CC3. Cell line: TK-10. Synergy scores: CSS=27.5, Synergy_ZIP=-7.01, Synergy_Bliss=-2.16, Synergy_Loewe=-6.12, Synergy_HSA=-1.16. (3) Drug 1: CC1=C(C(CCC1)(C)C)C=CC(=CC=CC(=CC(=O)O)C)C. Drug 2: CC1=C(C(=O)C2=C(C1=O)N3CC4C(C3(C2COC(=O)N)OC)N4)N. Cell line: K-562. Synergy scores: CSS=28.3, Synergy_ZIP=-1.57, Synergy_Bliss=1.58, Synergy_Loewe=-29.6, Synergy_HSA=-2.34. (4) Drug 1: C1=NNC2=C1C(=O)NC=N2. Cell line: NCI-H460. Drug 2: CC12CCC3C(C1CCC2OP(=O)(O)O)CCC4=C3C=CC(=C4)OC(=O)N(CCCl)CCCl.[Na+]. Synergy scores: CSS=13.0, Synergy_ZIP=-1.11, Synergy_Bliss=-4.65, Synergy_Loewe=-2.33, Synergy_HSA=-2.26. (5) Drug 1: CC1=C(C=C(C=C1)NC2=NC=CC(=N2)N(C)C3=CC4=NN(C(=C4C=C3)C)C)S(=O)(=O)N.Cl. Synergy scores: CSS=1.63, Synergy_ZIP=1.13, Synergy_Bliss=3.11, Synergy_Loewe=0.744, Synergy_HSA=1.57. Cell line: 786-0. Drug 2: C1=NC2=C(N=C(N=C2N1C3C(C(C(O3)CO)O)O)F)N. (6) Drug 1: CC1C(C(CC(O1)OC2CC(CC3=C2C(=C4C(=C3O)C(=O)C5=C(C4=O)C(=CC=C5)OC)O)(C(=O)C)O)N)O.Cl. Drug 2: CC1=C(C=C(C=C1)C(=O)NC2=CC(=CC(=C2)C(F)(F)F)N3C=C(N=C3)C)NC4=NC=CC(=N4)C5=CN=CC=C5. Cell line: SR. Synergy scores: CSS=72.6, Synergy_ZIP=13.5, Synergy_Bliss=14.8, Synergy_Loewe=-8.14, Synergy_HSA=16.2. (7) Cell line: OVCAR3. Synergy scores: CSS=16.2, Synergy_ZIP=5.27, Synergy_Bliss=8.62, Synergy_Loewe=-0.660, Synergy_HSA=5.86. Drug 2: COC1=C2C(=CC3=C1OC=C3)C=CC(=O)O2. Drug 1: CCN(CC)CCCC(C)NC1=C2C=C(C=CC2=NC3=C1C=CC(=C3)Cl)OC.